From a dataset of Catalyst prediction with 721,799 reactions and 888 catalyst types from USPTO. Predict which catalyst facilitates the given reaction. (1) Reactant: [CH3:1][O:2][C:3]1[CH:4]=[C:5]([C@H:11]([N:25]2[CH2:33][C:32]3[C:27](=[CH:28][CH:29]=[CH:30][C:31]=3[N:34]3[CH2:39][CH2:38][NH:37][CH2:36][CH2:35]3)[C:26]2=[O:40])[CH2:12][CH2:13][CH2:14][N:15]([CH3:24])[S:16]([C:19]2[S:20][CH:21]=[CH:22][CH:23]=2)(=[O:18])=[O:17])[CH:6]=[CH:7][C:8]=1[O:9][CH3:10].C(O)(=O)C.C(O[C:48]1(O[Si](C)(C)C)[CH2:50][CH2:49]1)C.C([BH3-])#N.[Na+]. Product: [CH:48]1([N:37]2[CH2:36][CH2:35][N:34]([C:31]3[CH:30]=[CH:29][CH:28]=[C:27]4[C:32]=3[CH2:33][N:25]([C@@H:11]([C:5]3[CH:6]=[CH:7][C:8]([O:9][CH3:10])=[C:3]([O:2][CH3:1])[CH:4]=3)[CH2:12][CH2:13][CH2:14][N:15]([CH3:24])[S:16]([C:19]3[S:20][CH:21]=[CH:22][CH:23]=3)(=[O:18])=[O:17])[C:26]4=[O:40])[CH2:39][CH2:38]2)[CH2:50][CH2:49]1. The catalyst class is: 5. (2) Reactant: [CH2:1]([O:8][CH2:9][CH2:10][CH2:11][C@@H:12]1[CH2:16][CH2:15][NH:14][CH2:13]1)[C:2]1[CH:7]=[CH:6][CH:5]=[CH:4][CH:3]=1.Br[C:18]1[CH:19]=[N:20][CH:21]=[C:22]([O:24][CH2:25][C@@H:26]2[CH2:30][CH2:29][CH2:28][N:27]2[C:31]([O:33][C:34]([CH3:37])([CH3:36])[CH3:35])=[O:32])[CH:23]=1.CC(C)([O-])C.[Na+].C1(P(C2C=CC=CC=2)C2C3OC4C(=CC=CC=4P(C4C=CC=CC=4)C4C=CC=CC=4)C(C)(C)C=3C=CC=2)C=CC=CC=1. Product: [CH2:1]([O:8][CH2:9][CH2:10][CH2:11][C@@H:12]1[CH2:16][CH2:15][N:14]([C:18]2[CH:19]=[N:20][CH:21]=[C:22]([O:24][CH2:25][C@@H:26]3[CH2:30][CH2:29][CH2:28][N:27]3[C:31]([O:33][C:34]([CH3:37])([CH3:36])[CH3:35])=[O:32])[CH:23]=2)[CH2:13]1)[C:2]1[CH:7]=[CH:6][CH:5]=[CH:4][CH:3]=1. The catalyst class is: 101.